Predict which catalyst facilitates the given reaction. From a dataset of Catalyst prediction with 721,799 reactions and 888 catalyst types from USPTO. (1) Product: [Br:12][C:9]1[CH:10]=[CH:11][C:6]([CH2:5][CH2:4][C:3](=[O:13])[CH2:2][N:14]2[CH:18]=[CH:17][N:16]=[CH:15]2)=[CH:7][CH:8]=1. Reactant: Br[CH2:2][C:3](=[O:13])[CH2:4][CH2:5][C:6]1[CH:11]=[CH:10][C:9]([Br:12])=[CH:8][CH:7]=1.[NH:14]1[CH:18]=[CH:17][N:16]=[CH:15]1. The catalyst class is: 42. (2) Reactant: [CH3:1][C:2](=[N:6][OH:7])[C:3](=[O:5])[CH3:4].[Br:8][C:9]1[CH:10]=[C:11]([CH:14]=[CH:15][CH:16]=1)[CH:12]=O. Product: [Br:8][C:9]1[CH:10]=[C:11]([C:12]2[O:5][C:3]([CH3:4])=[C:2]([CH3:1])[N+:6]=2[O-:7])[CH:14]=[CH:15][CH:16]=1. The catalyst class is: 15.